Binary Classification. Given a drug SMILES string, predict its activity (active/inactive) in a high-throughput screening assay against a specified biological target. From a dataset of Cav3 T-type calcium channel HTS with 100,875 compounds. (1) The molecule is S(=O)(=O)(N(CC)CC)c1ccc(NC2N(C(=O)c3c2cccc3)Cc2occc2)cc1. The result is 0 (inactive). (2) The molecule is Fc1ccc(CNC(=O)C2CCN(CC2)Cc2nc(oc2C)c2ccc(cc2)CC)cc1. The result is 1 (active). (3) The molecule is FCCCOc1ccc(c2nc(c3ccc(OC)cc3)ccn2)cc1. The result is 0 (inactive).